From a dataset of Reaction yield outcomes from USPTO patents with 853,638 reactions. Predict the reaction yield, written as a fraction of the theoretical maximum amount of product (1.0 means a 100% yield; for example, 0.34 means a 34% yield). (1) The reactants are C1(P(C2C=CC=CC=2)C2C=CC=CC=2)C=CC=CC=1.[C:20]1(=[O:30])[NH:24][C:23](=[O:25])[C:22]2=[CH:26][CH:27]=[CH:28][CH:29]=[C:21]12.[Br:31][C:32]1[CH:33]=[N:34][CH:35]=[C:36]([CH2:38]O)[CH:37]=1.N(C(OCC)=O)=NC(OCC)=O. The catalyst is C1COCC1. The product is [Br:31][C:32]1[CH:37]=[C:36]([CH2:38][N:24]2[C:20](=[O:30])[C:21]3=[CH:29][CH:28]=[CH:27][CH:26]=[C:22]3[C:23]2=[O:25])[CH:35]=[N:34][CH:33]=1. The yield is 0.850. (2) The reactants are [CH2:1]([C@@H:8]1[CH2:19][N:18]2[C:10]([C:11]3[NH:12][C:13]([CH:26]4[CH2:30][CH2:29][CH2:28][CH2:27]4)=[N:14][C:15]=3[N:16]([CH2:21][C:22]([O:24]C)=[O:23])[C:17]2=[O:20])=[N:9]1)[C:2]1[CH:7]=[CH:6][CH:5]=[CH:4][CH:3]=1.O.[OH-].[Li+].[ClH:34]. The catalyst is O1CCCC1.O. The product is [ClH:34].[CH2:1]([C@@H:8]1[CH2:19][N:18]2[C:10]([C:11]3[NH:12][C:13]([CH:26]4[CH2:30][CH2:29][CH2:28][CH2:27]4)=[N:14][C:15]=3[N:16]([CH2:21][C:22]([OH:24])=[O:23])[C:17]2=[O:20])=[N:9]1)[C:2]1[CH:3]=[CH:4][CH:5]=[CH:6][CH:7]=1. The yield is 0.930.